Dataset: Reaction yield outcomes from USPTO patents with 853,638 reactions. Task: Predict the reaction yield, written as a fraction of the theoretical maximum amount of product (1.0 means a 100% yield; for example, 0.34 means a 34% yield). (1) The reactants are CC1C=CC(S([O:11][C:12]2[CH:17]=[CH:16][C:15]([C:18]3[CH:27]=[CH:26][C:25]4[C:20](=[CH:21][CH:22]=[C:23]([OH:28])[CH:24]=4)[CH:19]=3)=[C:14]([O:29][CH3:30])[CH:13]=2)(=O)=O)=CC=1.[OH-].[K+].O. The catalyst is C(O)C. The product is [OH:11][C:12]1[CH:17]=[CH:16][C:15]([C:18]2[CH:19]=[C:20]3[C:25](=[CH:26][CH:27]=2)[CH:24]=[C:23]([OH:28])[CH:22]=[CH:21]3)=[C:14]([O:29][CH3:30])[CH:13]=1. The yield is 0.940. (2) The reactants are [OH:1][CH2:2][C:3]1[C:4](=[O:9])[NH:5][CH:6]=[CH:7][CH:8]=1.C(=O)([O-])[O-].[K+].[K+].I[CH2:17][CH2:18][CH2:19][CH3:20]. The catalyst is CN(C=O)C. The product is [CH2:17]([N:5]1[CH:6]=[CH:7][CH:8]=[C:3]([CH2:2][OH:1])[C:4]1=[O:9])[CH2:18][CH2:19][CH3:20]. The yield is 0.610.